Dataset: Forward reaction prediction with 1.9M reactions from USPTO patents (1976-2016). Task: Predict the product of the given reaction. (1) Given the reactants [N:1]1[CH:9]=[C:8]2[C:4]([N:5]=[CH:6][NH:7]2)=[N:3][CH:2]=1.CN(C)CCN(C)C.[Cl:18][C:19]1[CH:20]=[CH:21][C:22]([OH:28])=[C:23](B(O)O)[CH:24]=1, predict the reaction product. The product is: [Cl:18][C:19]1[CH:20]=[CH:21][C:22]([OH:28])=[C:23]([N:5]2[CH:6]=[N:7][C:8]3[C:4]2=[N:3][CH:2]=[N:1][CH:9]=3)[CH:24]=1. (2) The product is: [CH2:28]([O:27][C:25]([N:21]1[CH2:22][CH2:23][CH2:24][CH:19]([N:11]2[C:12]([C:13]3[CH:18]=[CH:17][CH:16]=[CH:15][CH:14]=3)=[C:8]([C:6]([OH:7])=[O:5])[NH:9][C:10]2=[O:35])[CH2:20]1)=[O:26])[C:29]1[CH:34]=[CH:33][CH:32]=[CH:31][CH:30]=1. Given the reactants [Li+].[OH-].C([O:5][C:6]([C:8]1[NH:9][C:10](=[O:35])[N:11]([CH:19]2[CH2:24][CH2:23][CH2:22][N:21]([C:25]([O:27][CH2:28][C:29]3[CH:34]=[CH:33][CH:32]=[CH:31][CH:30]=3)=[O:26])[CH2:20]2)[C:12]=1[C:13]1[CH:18]=[CH:17][CH:16]=[CH:15][CH:14]=1)=[O:7])C.Cl, predict the reaction product. (3) Given the reactants [Cl:1][C:2]1[CH:7]=[CH:6][C:5]([CH:8](O)[C:9]2[C:10]([C:22]([F:25])([F:24])[F:23])=[N:11][N:12]([CH:19]3[CH2:21][CH2:20]3)[C:13]=2[C:14]([O:16][CH2:17][CH3:18])=[O:15])=[CH:4][CH:3]=1.[NH2:27][C:28]1[CH:29]=[C:30]([Cl:36])[C:31](=[O:35])[N:32]([CH3:34])[CH:33]=1, predict the reaction product. The product is: [Cl:36][C:30]1[C:31](=[O:35])[N:32]([CH3:34])[CH:33]=[C:28]([NH:27][CH:8]([C:5]2[CH:6]=[CH:7][C:2]([Cl:1])=[CH:3][CH:4]=2)[C:9]2[C:10]([C:22]([F:25])([F:24])[F:23])=[N:11][N:12]([CH:19]3[CH2:21][CH2:20]3)[C:13]=2[C:14]([O:16][CH2:17][CH3:18])=[O:15])[CH:29]=1. (4) Given the reactants [CH3:1][CH2:2][N:3]([CH2:6][CH3:7])[CH2:4][CH3:5].ClCC([NH:12][C:13]([NH:15][CH2:16][CH3:17])=[O:14])=O.C(C1C=C[N:24]2[CH:27]=[C:28]([NH:30]C(NCC)=O)[N:29]=[C:23]2[CH:22]=1)(=O)C.C[N:37](C=O)C, predict the reaction product. The product is: [CH2:16]([NH:15][C:13]([NH:12][C:7]1[N:37]=[C:2]2[CH:1]=[C:22]([C:23]3[NH:24][N:30]=[C:28]([CH3:27])[N:29]=3)[CH:5]=[CH:4][N:3]2[CH:6]=1)=[O:14])[CH3:17].